This data is from Catalyst prediction with 721,799 reactions and 888 catalyst types from USPTO. The task is: Predict which catalyst facilitates the given reaction. (1) Reactant: [Cl:1][C:2]1[C:3]2[CH:12]=[CH:11][S:10][C:4]=2[N:5]=[C:6](SC)[N:7]=1.O[O:14][S:15]([O-:17])=O.[K+].O1CCC[CH2:20]1. Product: [Cl:1][C:2]1[C:3]2[CH:12]=[CH:11][S:10][C:4]=2[N:5]=[C:6]([S:15]([CH3:20])(=[O:17])=[O:14])[N:7]=1. The catalyst class is: 69. (2) Reactant: [C:1]([O:5][C:6]([NH:8][C:9]1([CH2:13][C:14]([OH:16])=O)[CH2:12][CH2:11][CH2:10]1)=[O:7])([CH3:4])([CH3:3])[CH3:2].C(Cl)CCl.[CH3:21][C:22]1(C)OC(=O)CC(=O)[O:23]1.Cl.O. Product: [C:1]([O:5][C:6]([N:8]1[C:22](=[O:23])[CH2:21][C:14](=[O:16])[CH2:13][C:9]21[CH2:10][CH2:11][CH2:12]2)=[O:7])([CH3:2])([CH3:3])[CH3:4]. The catalyst class is: 79. (3) Reactant: [C:1]1(=[O:11])[C:5]2[CH:6]=[CH:7][CH:8]=[CH:9][C:4]=2[C:3](=[O:10])O1.[NH2:12][CH2:13][C:14]([OH:16])=[O:15]. Product: [O:10]=[C:3]1[C:4]2[C:5](=[CH:6][CH:7]=[CH:8][CH:9]=2)[C:1](=[O:11])[N:12]1[CH2:13][C:14]([OH:16])=[O:15]. The catalyst class is: 12. (4) The catalyst class is: 22. Product: [Br:1][CH2:2][C:3]([N:24]([CH2:25][CH2:26][CH2:27][CH2:28][CH2:29][CH2:30][CH2:31][CH2:32][CH2:33][CH2:34][CH2:35][CH2:36][CH2:37][CH2:38][CH2:39][CH2:40][CH2:41][CH3:42])[CH2:6][CH2:7][CH2:8][CH2:9][CH2:10][CH2:11][CH2:12][CH2:13][CH2:14][CH2:15][CH2:16][CH2:17][CH2:18][CH2:19][CH2:20][CH2:21][CH2:22][CH3:23])=[O:4]. Reactant: [Br:1][CH2:2][C:3](Br)=[O:4].[CH2:6]([NH:24][CH2:25][CH2:26][CH2:27][CH2:28][CH2:29][CH2:30][CH2:31][CH2:32][CH2:33][CH2:34][CH2:35][CH2:36][CH2:37][CH2:38][CH2:39][CH2:40][CH2:41][CH3:42])[CH2:7][CH2:8][CH2:9][CH2:10][CH2:11][CH2:12][CH2:13][CH2:14][CH2:15][CH2:16][CH2:17][CH2:18][CH2:19][CH2:20][CH2:21][CH2:22][CH3:23].CCN(CC)CC. (5) Reactant: Br[C:2]1[CH:11]=[CH:10][C:9]2[C:4](=[N:5][C:6](Br)=[CH:7][CH:8]=2)[N:3]=1.CC1(C)C(C)(C)OB([C:21]2[CH:22]=[C:23]([C:32]([O:34][CH2:35][CH3:36])=[O:33])[CH:24]=[C:25]([CH:31]=2)[C:26]([O:28][CH2:29][CH3:30])=[O:27])O1.[F-].[Cs+]. Product: [N:3]1[C:4]2[C:9](=[CH:8][CH:7]=[C:6]([C:21]3[CH:31]=[C:25]([C:26]([O:28][CH2:29][CH3:30])=[O:27])[CH:24]=[C:23]([CH:22]=3)[C:32]([O:34][CH2:35][CH3:36])=[O:33])[N:5]=2)[CH:10]=[CH:11][C:2]=1[C:21]1[CH:31]=[C:25]([C:26]([O:28][CH2:29][CH3:30])=[O:27])[CH:24]=[C:23]([CH:22]=1)[C:32]([O:34][CH2:35][CH3:36])=[O:33]. The catalyst class is: 73. (6) Reactant: C([O:3][C:4]([C:6]1[C:7](/[CH:14]=[CH:15]/[N:16](C)C)=[N:8][C:9]([S:12][CH3:13])=[N:10][CH:11]=1)=O)C. Product: [CH3:13][S:12][C:9]1[N:10]=[CH:11][C:6]2[C:4](=[O:3])[NH:16][CH:15]=[CH:14][C:7]=2[N:8]=1. The catalyst class is: 3. (7) Reactant: [Cl:1][C:2]1[CH:8]=[C:7]([F:9])[C:6]([F:10])=[CH:5][C:3]=1[NH2:4].[OH-].[Na+].[C:13](Cl)(Cl)=[S:14]. Product: [Cl:1][C:2]1[CH:8]=[C:7]([F:9])[C:6]([F:10])=[CH:5][C:3]=1[N:4]=[C:13]=[S:14]. The catalyst class is: 34. (8) Reactant: Cl[CH2:2][C:3]1[CH:19]=[CH:18][C:6]2[S:7][CH:8]=[C:9]([C:10]3[C:15]([CH3:16])=[CH:14][CH:13]=[CH:12][C:11]=3[CH3:17])[C:5]=2[CH:4]=1.[OH:20][C:21]1[CH:26]=[CH:25][C:24]([C@@H:27]([C:33]#[C:34][CH3:35])[CH2:28][C:29]([O:31][CH3:32])=[O:30])=[CH:23][CH:22]=1. Product: [CH3:17][C:11]1[CH:12]=[CH:13][CH:14]=[C:15]([CH3:16])[C:10]=1[C:9]1[C:5]2[CH:4]=[C:3]([CH2:2][O:20][C:21]3[CH:22]=[CH:23][C:24]([C@@H:27]([C:33]#[C:34][CH3:35])[CH2:28][C:29]([O:31][CH3:32])=[O:30])=[CH:25][CH:26]=3)[CH:19]=[CH:18][C:6]=2[S:7][CH:8]=1. The catalyst class is: 3. (9) Product: [NH2:17][CH:18]([C:21]1[N:26]([CH2:27][C:28]2[CH:33]=[CH:32][CH:31]=[CH:30][CH:29]=2)[C:25](=[O:34])[C:24]2=[CH:35][CH:36]=[C:37]([Cl:38])[N:23]2[N:22]=1)[CH2:19][CH3:20]. Reactant: C1C2C(COC(=O)[NH:17][CH:18]([C:21]3[N:26]([CH2:27][C:28]4[CH:33]=[CH:32][CH:31]=[CH:30][CH:29]=4)[C:25](=[O:34])[C:24]4=[CH:35][CH:36]=[C:37]([Cl:38])[N:23]4[N:22]=3)[CH2:19][CH3:20])C3C(=CC=CC=3)C=2C=CC=1.N1CCCCC1. The catalyst class is: 31. (10) Reactant: [CH2:1]([O:8][C:9]([N:11]1[CH2:14][CH2:13][C@H:12]1[C:15](O)=[O:16])=[O:10])[C:2]1[CH:7]=[CH:6][CH:5]=[CH:4][CH:3]=1.B.CC(O)=O.C([O-])(O)=O.[Na+]. Product: [CH2:1]([O:8][C:9]([N:11]1[CH2:14][CH2:13][C@H:12]1[CH2:15][OH:16])=[O:10])[C:2]1[CH:7]=[CH:6][CH:5]=[CH:4][CH:3]=1. The catalyst class is: 20.